From a dataset of Catalyst prediction with 721,799 reactions and 888 catalyst types from USPTO. Predict which catalyst facilitates the given reaction. (1) Product: [Br:1][C:2]1[C:3]([O:18][CH3:19])=[C:4]2[C:8](=[C:9]([F:11])[CH:10]=1)[N:7]([CH3:22])[CH:6]=[C:5]2[CH2:12][C:13]([N:15]([CH3:17])[CH3:16])=[O:14]. The catalyst class is: 3. Reactant: [Br:1][C:2]1[C:3]([O:18][CH3:19])=[C:4]2[C:8](=[C:9]([F:11])[CH:10]=1)[NH:7][CH:6]=[C:5]2[CH2:12][C:13]([N:15]([CH3:17])[CH3:16])=[O:14].[OH-].[K+].[CH3:22]I. (2) The catalyst class is: 3. Reactant: [H-].[Na+].[S:3]([N:13]1[C:17]2=[N:18][CH:19]=[C:20]([NH:22][C:23](=[O:29])[O:24][C:25]([CH3:28])([CH3:27])[CH3:26])[N:21]=[C:16]2[CH:15]=[CH:14]1)([C:6]1[CH:12]=[CH:11][C:9]([CH3:10])=[CH:8][CH:7]=1)(=[O:5])=[O:4].Br[CH2:31][C:32]([CH:34]1[CH2:39][CH2:38][CH2:37][CH2:36][CH2:35]1)=[O:33]. Product: [CH:34]1([C:32](=[O:33])[CH2:31][N:22]([C:20]2[N:21]=[C:16]3[CH:15]=[CH:14][N:13]([S:3]([C:6]4[CH:7]=[CH:8][C:9]([CH3:10])=[CH:11][CH:12]=4)(=[O:5])=[O:4])[C:17]3=[N:18][CH:19]=2)[C:23](=[O:29])[O:24][C:25]([CH3:26])([CH3:28])[CH3:27])[CH2:39][CH2:38][CH2:37][CH2:36][CH2:35]1. (3) Reactant: [H-].[Na+].[CH2:3]([O:5][P:6]([CH2:11][C:12]([O:14][C:15]([CH3:18])([CH3:17])[CH3:16])=[O:13])([O:8][CH2:9][CH3:10])=[O:7])[CH3:4].Br[CH:20]([C:22]1[CH:31]=[CH:30][C:25]([C:26]([O:28][CH3:29])=[O:27])=[CH:24][CH:23]=1)[CH3:21]. Product: [C:15]([O:14][C:12](=[O:13])[CH:11]([P:6]([O:5][CH2:3][CH3:4])([O:8][CH2:9][CH3:10])=[O:7])[CH:20]([C:22]1[CH:31]=[CH:30][C:25]([C:26]([O:28][CH3:29])=[O:27])=[CH:24][CH:23]=1)[CH3:21])([CH3:16])([CH3:18])[CH3:17]. The catalyst class is: 3. (4) Reactant: [CH2:1]([O:3][C:4](=[O:18])[CH2:5][CH:6]1[O:10][B:9]([OH:11])[C:8]2[CH:12]=[C:13]([OH:17])[CH:14]=[C:15]([CH3:16])[C:7]1=2)[CH3:2].[H-].[Na+].Br[CH2:22][C:23]([NH2:25])=[O:24]. Product: [CH2:1]([O:3][C:4](=[O:18])[CH2:5][CH:6]1[O:10][B:9]([OH:11])[C:8]2[CH:12]=[C:13]([O:17][CH2:22][C:23](=[O:24])[NH2:25])[CH:14]=[C:15]([CH3:16])[C:7]1=2)[CH3:2]. The catalyst class is: 3.